This data is from Forward reaction prediction with 1.9M reactions from USPTO patents (1976-2016). The task is: Predict the product of the given reaction. (1) Given the reactants [CH:1]([O:4][C:5]1[N:10]=[C:9]([C:11]2[CH:12]=[C:13]3[C:17](=[CH:18][CH:19]=2)[NH:16][CH:15]=[C:14]3[C:20]2[O:24][C:23]([N:25]3[CH2:30][CH2:29][CH:28]([NH:31]C(=O)OC(C)(C)C)[CH2:27][CH2:26]3)=[N:22][N:21]=2)[CH:8]=[N:7][CH:6]=1)([CH3:3])[CH3:2].Cl, predict the reaction product. The product is: [CH:1]([O:4][C:5]1[N:10]=[C:9]([C:11]2[CH:12]=[C:13]3[C:17](=[CH:18][CH:19]=2)[NH:16][CH:15]=[C:14]3[C:20]2[O:24][C:23]([N:25]3[CH2:26][CH2:27][CH:28]([NH2:31])[CH2:29][CH2:30]3)=[N:22][N:21]=2)[CH:8]=[N:7][CH:6]=1)([CH3:3])[CH3:2]. (2) Given the reactants [CH3:1][O:2][C:3]1[CH:12]=[C:11]2[C:6]([CH:7]=[C:8]([C:23]3[CH:28]=[CH:27][N:26]=[C:25]([NH:29][CH2:30][C:31]4[CH:36]=[CH:35][CH:34]=[C:33]([O:37][CH3:38])[CH:32]=4)[N:24]=3)[CH:9]=[C:10]2[N:13]2[CH2:18][CH2:17][N:16]([CH2:19][CH2:20][CH2:21]O)[CH2:15][CH2:14]2)=[CH:5][CH:4]=1.C(N(CC)CC)C.CS(Cl)(=O)=O.[NH:51]1[CH2:56][CH2:55][CH2:54][CH2:53][CH2:52]1, predict the reaction product. The product is: [CH3:1][O:2][C:3]1[CH:12]=[C:11]2[C:6](=[CH:5][CH:4]=1)[CH:7]=[C:8]([C:23]1[CH:28]=[CH:27][N:26]=[C:25]([NH:29][CH2:30][C:31]3[CH:36]=[CH:35][CH:34]=[C:33]([O:37][CH3:38])[CH:32]=3)[N:24]=1)[CH:9]=[C:10]2[N:13]1[CH2:18][CH2:17][N:16]([CH2:19][CH2:20][CH2:21][N:51]2[CH2:56][CH2:55][CH2:54][CH2:53][CH2:52]2)[CH2:15][CH2:14]1. (3) Given the reactants [C:1]([C:3]1[CH:4]=[CH:5][C:6]([CH:12]2[C:17]3[C:18](=[O:21])[CH2:19][CH2:20][C:16]=3[N:15]([C:22]3[CH:27]=[CH:26][CH:25]=[C:24]([C:28]([F:31])([F:30])[F:29])[CH:23]=3)[C:14](=[O:32])[N:13]2[CH3:33])=[C:7]([CH:11]=1)[C:8](O)=[O:9])#[N:2].C(N1C=CN=C1)(N1C=CN=C1)=O.[BH4-].[Na+].Cl, predict the reaction product. The product is: [OH:9][CH2:8][C:7]1[CH:11]=[C:3]([CH:4]=[CH:5][C:6]=1[CH:12]1[C:17]2[C:18](=[O:21])[CH2:19][CH2:20][C:16]=2[N:15]([C:22]2[CH:27]=[CH:26][CH:25]=[C:24]([C:28]([F:31])([F:29])[F:30])[CH:23]=2)[C:14](=[O:32])[N:13]1[CH3:33])[C:1]#[N:2]. (4) The product is: [N:33]1([C:21]([C:20]2[CH:19]=[CH:18][C:17]([N:14]3[C:13]4[C:7]5[S:6][C:5]([NH:4][C:1](=[O:3])[CH3:2])=[N:9][C:8]=5[CH2:10][CH2:11][C:12]=4[CH:16]=[N:15]3)=[CH:25][CH:24]=2)=[O:23])[CH2:38][CH2:37][O:36][CH2:35][CH2:34]1. Given the reactants [C:1]([NH:4][C:5]1[S:6][C:7]2[C:13]3[N:14]([C:17]4[CH:25]=[CH:24][C:20]([C:21]([OH:23])=O)=[CH:19][CH:18]=4)[N:15]=[CH:16][C:12]=3[CH2:11][CH2:10][C:8]=2[N:9]=1)(=[O:3])[CH3:2].C(N(CC)CC)C.[NH:33]1[CH2:38][CH2:37][O:36][CH2:35][CH2:34]1, predict the reaction product. (5) The product is: [CH:1]1([CH:6]([NH:17][C:18]2[CH:23]=[CH:22][C:21]([C:24]([N:26]([CH3:34])[CH2:27][CH2:28][C:29]([OH:31])=[O:30])=[O:25])=[CH:20][CH:19]=2)[C:7]2[S:8][C:9]3[CH:16]=[CH:15][CH:14]=[CH:13][C:10]=3[C:11]=2[CH3:12])[CH2:5][CH2:4][CH2:3][CH2:2]1. Given the reactants [CH:1]1([CH:6]([NH:17][C:18]2[CH:23]=[CH:22][C:21]([C:24]([N:26]([CH3:34])[CH2:27][CH2:28][C:29]([O:31]CC)=[O:30])=[O:25])=[CH:20][CH:19]=2)[C:7]2[S:8][C:9]3[CH:16]=[CH:15][CH:14]=[CH:13][C:10]=3[C:11]=2[CH3:12])[CH2:5][CH2:4][CH2:3][CH2:2]1.CCCCCC.C(O)C.C(O)C.[OH-].[Na+], predict the reaction product. (6) Given the reactants [CH3:1][O:2][C:3]1[C:4]([I:15])=[C:5]([C:10]([I:14])=[CH:11][C:12]=1[I:13])[C:6]([O:8]C)=[O:7].[OH-].[Li+].Cl, predict the reaction product. The product is: [CH3:1][O:2][C:3]1[C:4]([I:15])=[C:5]([C:10]([I:14])=[CH:11][C:12]=1[I:13])[C:6]([OH:8])=[O:7].